The task is: Predict the reactants needed to synthesize the given product.. This data is from Full USPTO retrosynthesis dataset with 1.9M reactions from patents (1976-2016). (1) Given the product [CH:20]1([C:18]([C:12]2[CH:13]=[C:14]([CH3:17])[CH:15]=[CH:16][C:11]=2[NH:10][C:8]([NH:7][C:5]2[S:6][C:2]([S:25][C:26]3[CH:31]=[CH:30][N:29]=[CH:28][CH:27]=3)=[CH:3][N:4]=2)=[O:9])=[O:19])[CH2:24][CH2:23][CH2:22][CH2:21]1, predict the reactants needed to synthesize it. The reactants are: Br[C:2]1[S:6][C:5]([NH:7][C:8]([NH:10][C:11]2[CH:16]=[CH:15][C:14]([CH3:17])=[CH:13][C:12]=2[C:18]([CH:20]2[CH2:24][CH2:23][CH2:22][CH2:21]2)=[O:19])=[O:9])=[N:4][CH:3]=1.[SH:25][C:26]1[CH:31]=[CH:30][N:29]=[CH:28][CH:27]=1. (2) Given the product [F:1][C:2]1[CH:3]=[C:4]([CH:5]=[C:6]([F:12])[C:7]=1[O:8][CH:9]([CH3:11])[CH3:10])[CH2:13][O:14][C:16]1[CH:27]=[C:20]2[N:21]([CH3:26])[C@@H:22]([CH3:25])[CH2:23][CH2:24][N:19]2[C:18](=[O:28])[N:17]=1, predict the reactants needed to synthesize it. The reactants are: [F:1][C:2]1[CH:3]=[C:4]([CH2:13][OH:14])[CH:5]=[C:6]([F:12])[C:7]=1[O:8][CH:9]([CH3:11])[CH3:10].Cl[C:16]1[CH:27]=[C:20]2[N:21]([CH3:26])[C@@H:22]([CH3:25])[CH2:23][CH2:24][N:19]2[C:18](=[O:28])[N:17]=1. (3) Given the product [N+:28]([C:25]1[CH:26]=[CH:27][C:22]([N:12]2[CH2:13][C:10]3([CH2:9][O:8][CH2:7]3)[CH2:11]2)=[N:23][CH:24]=1)([O-:30])=[O:29], predict the reactants needed to synthesize it. The reactants are: C(=O)([O-])[O-].[K+].[K+].[CH2:7]1[C:10]2([CH2:13][NH:12][CH2:11]2)[CH2:9][O:8]1.CO.CN(C=O)C.Cl[C:22]1[CH:27]=[CH:26][C:25]([N+:28]([O-:30])=[O:29])=[CH:24][N:23]=1. (4) Given the product [CH3:1][O:2][C:3]1[CH:8]=[C:7]2[C:6](=[CH:5][C:4]=1[O:9][CH3:10])[C:11](=[O:16])[CH2:12][CH:13]2[CH2:14][CH3:15], predict the reactants needed to synthesize it. The reactants are: [CH3:1][O:2][C:3]1[CH:8]=[CH:7][CH:6]=[CH:5][C:4]=1[O:9][CH3:10].[C:11](O)(=[O:16])[CH2:12][CH:13]=[CH:14][CH3:15]. (5) Given the product [CH2:9]([O:11][C:12](=[O:33])[N:13]([C:22]1[CH:27]=[C:26]([C:6]2[O:7][CH:8]=[C:4]([CH2:3][O:2][CH3:1])[N:5]=2)[N:25]=[C:24]([NH2:29])[C:23]=1[N+:30]([O-:32])=[O:31])[CH2:14][C:15]1[CH:16]=[N:17][C:18]([CH3:21])=[CH:19][CH:20]=1)[CH3:10], predict the reactants needed to synthesize it. The reactants are: [CH3:1][O:2][CH2:3][C:4]1[N:5]=[CH:6][O:7][CH:8]=1.[CH2:9]([O:11][C:12](=[O:33])[N:13]([C:22]1[CH:27]=[C:26](Br)[N:25]=[C:24]([NH2:29])[C:23]=1[N+:30]([O-:32])=[O:31])[CH2:14][C:15]1[CH:16]=[N:17][C:18]([CH3:21])=[CH:19][CH:20]=1)[CH3:10].